Dataset: Forward reaction prediction with 1.9M reactions from USPTO patents (1976-2016). Task: Predict the product of the given reaction. Given the reactants [CH:1]([O:14][C:15](=[O:44])[C:16]1[CH:21]=[CH:20][CH:19]=[CH:18][C:17]=1[N:22]([C:35]1[CH:40]=[CH:39][C:38]([CH2:41][CH:42]=[CH2:43])=[CH:37][CH:36]=1)[C:23](=[O:34])[C:24]([O:26][CH2:27][C:28]1[CH:33]=[CH:32][CH:31]=[CH:30][CH:29]=1)=[O:25])([C:8]1[CH:13]=[CH:12][CH:11]=[CH:10][CH:9]=1)[C:2]1[CH:7]=[CH:6][CH:5]=[CH:4][CH:3]=1.ClC1C=C(C=CC=1)C(OO)=[O:50], predict the reaction product. The product is: [CH:1]([O:14][C:15](=[O:44])[C:16]1[CH:21]=[CH:20][CH:19]=[CH:18][C:17]=1[N:22]([C:23](=[O:34])[C:24]([O:26][CH2:27][C:28]1[CH:29]=[CH:30][CH:31]=[CH:32][CH:33]=1)=[O:25])[C:35]1[CH:40]=[CH:39][C:38]([CH2:41][CH:42]2[CH2:43][O:50]2)=[CH:37][CH:36]=1)([C:8]1[CH:9]=[CH:10][CH:11]=[CH:12][CH:13]=1)[C:2]1[CH:7]=[CH:6][CH:5]=[CH:4][CH:3]=1.